Dataset: Full USPTO retrosynthesis dataset with 1.9M reactions from patents (1976-2016). Task: Predict the reactants needed to synthesize the given product. (1) Given the product [NH2:1][C:4]1[CH:5]=[N:6][N:7]([CH2:9][CH2:10][CH2:11][N:12]2[CH2:17][CH2:16][CH2:15][CH:14]([OH:18])[CH2:13]2)[CH:8]=1, predict the reactants needed to synthesize it. The reactants are: [N+:1]([C:4]1[CH:5]=[N:6][N:7]([CH2:9][CH2:10][CH2:11][N:12]2[CH2:17][CH2:16][CH2:15][CH:14]([OH:18])[CH2:13]2)[CH:8]=1)([O-])=O. (2) Given the product [C:1]([O-:5])(=[O:4])[CH:2]=[CH2:3].[NH4+:6].[C:7]([OH:11])(=[O:10])[CH:8]=[CH2:9], predict the reactants needed to synthesize it. The reactants are: [C:1]([O-:5])(=[O:4])[CH:2]=[CH2:3].[NH4+:6].[C:7]([OH:11])(=[O:10])[CH:8]=[CH2:9]. (3) Given the product [CH3:48][N:29]([CH3:28])[C:30]1[CH:31]=[CH:32][C:33]([CH2:36][CH2:37][O:38][C:39]2[CH:40]=[CH:41][C:42]([C:43]([NH:54][CH2:53][C:52]([OH:55])=[O:51])=[O:45])=[CH:46][CH:47]=2)=[CH:34][CH:35]=1, predict the reactants needed to synthesize it. The reactants are: C(N(C(C)C)C(C)C)C.[Cl-].COC1N=C(OC)N=C([N+]2(C)CCOCC2)N=1.[CH3:28][N:29]([CH3:48])[C:30]1[CH:35]=[CH:34][C:33]([CH2:36][CH2:37][O:38][C:39]2[CH:47]=[CH:46][C:42]([C:43]([OH:45])=O)=[CH:41][CH:40]=2)=[CH:32][CH:31]=1.Cl.C[O:51][C:52](=[O:55])[CH2:53][NH2:54].C(=O)([O-])O.[Na+].[OH-].[Li+].Cl. (4) Given the product [Cl:1][C:2]1[C:10]([F:11])=[CH:9][CH:8]=[CH:7][C:3]=1[C:4]([NH:21][CH2:20][CH:19]([C:16]1[CH:15]=[CH:14][C:13]([Cl:12])=[CH:18][CH:17]=1)[CH:22]1[CH2:23][CH2:24][O:25][CH2:26][CH2:27]1)=[O:6], predict the reactants needed to synthesize it. The reactants are: [Cl:1][C:2]1[C:10]([F:11])=[CH:9][CH:8]=[CH:7][C:3]=1[C:4]([OH:6])=O.[Cl:12][C:13]1[CH:18]=[CH:17][C:16]([CH:19]([CH:22]2[CH2:27][CH2:26][O:25][CH2:24][CH2:23]2)[CH2:20][NH2:21])=[CH:15][CH:14]=1. (5) Given the product [CH:12]1([N:18]([CH2:52][CH:53]=[O:54])[C:19](=[O:51])[CH2:20][CH2:21][O:22][CH2:23][CH2:24][C:25]2[CH:30]=[CH:29][CH:28]=[C:27]([CH2:31][N:32]3[CH2:50][CH2:49][C:35]4([O:40][CH2:39][CH2:38][N:37]([C:41]([C:43]5[N:44]=[C:45]([CH3:48])[S:46][CH:47]=5)=[O:42])[CH2:36]4)[CH2:34][CH2:33]3)[CH:26]=2)[CH2:17][CH2:16][CH2:15][CH2:14][CH2:13]1, predict the reactants needed to synthesize it. The reactants are: CC1C=CC(S(O)(=O)=O)=CC=1.[CH:12]1([N:18]([CH2:52][CH:53](OC)[O:54]C)[C:19](=[O:51])[CH2:20][CH2:21][O:22][CH2:23][CH2:24][C:25]2[CH:30]=[CH:29][CH:28]=[C:27]([CH2:31][N:32]3[CH2:50][CH2:49][C:35]4([O:40][CH2:39][CH2:38][N:37]([C:41]([C:43]5[N:44]=[C:45]([CH3:48])[S:46][CH:47]=5)=[O:42])[CH2:36]4)[CH2:34][CH2:33]3)[CH:26]=2)[CH2:17][CH2:16][CH2:15][CH2:14][CH2:13]1.C(=O)(O)[O-].[Na+]. (6) The reactants are: [Cl:1][C:2]1[CH:17]=[CH:16][C:5]([CH2:6][NH:7][C:8](=[O:15])[NH:9][O:10][CH2:11][C:12]([OH:14])=O)=[CH:4][CH:3]=1.[NH2:18][C@@H:19]([CH2:42][C:43]([NH:45][C:46]([C:59]1[CH:64]=[CH:63][CH:62]=[CH:61][CH:60]=1)([C:53]1[CH:58]=[CH:57][CH:56]=[CH:55][CH:54]=1)[C:47]1[CH:52]=[CH:51][CH:50]=[CH:49][CH:48]=1)=[O:44])[C:20]([N:22]([CH2:32][C:33]1[C:34]2[CH:41]=[CH:40][CH:39]=[CH:38][C:35]=2[S:36][CH:37]=1)[C@@H:23]([CH3:31])[CH:24]([O:28][CH2:29][CH3:30])[O:25][CH2:26][CH3:27])=[O:21]. Given the product [Cl:1][C:2]1[CH:3]=[CH:4][C:5]([CH2:6][NH:7][C:8]([NH:9][O:10][CH2:11][C:12]([NH:18][C@@H:19]([CH2:42][C:43](=[O:44])[NH:45][C:46]([C:53]2[CH:54]=[CH:55][CH:56]=[CH:57][CH:58]=2)([C:47]2[CH:48]=[CH:49][CH:50]=[CH:51][CH:52]=2)[C:59]2[CH:60]=[CH:61][CH:62]=[CH:63][CH:64]=2)[C:20]([N:22]([CH2:32][C:33]2[C:34]3[CH:41]=[CH:40][CH:39]=[CH:38][C:35]=3[S:36][CH:37]=2)[C@@H:23]([CH3:31])[CH:24]([O:25][CH2:26][CH3:27])[O:28][CH2:29][CH3:30])=[O:21])=[O:14])=[O:15])=[CH:16][CH:17]=1, predict the reactants needed to synthesize it. (7) Given the product [C:17]1([C:5]2[C:6]([N:8]3[CH2:9][CH2:10][CH:11]([C:14]([NH2:16])=[O:15])[CH2:12][CH2:13]3)=[N:7][CH:2]=[N:3][CH:4]=2)[CH:18]=[CH:19][CH:20]=[CH:21][CH:22]=1, predict the reactants needed to synthesize it. The reactants are: Cl[C:2]1[N:7]=[C:6]([N:8]2[CH2:13][CH2:12][CH:11]([C:14]([NH2:16])=[O:15])[CH2:10][CH2:9]2)[C:5]([C:17]2[CH:22]=[CH:21][CH:20]=[CH:19][CH:18]=2)=[CH:4][N:3]=1.C([O-])(=O)C.[K+]. (8) Given the product [O:35]=[C:22]1[C:3]2[CH:2]=[N:1][CH:6]=[CH:5][C:4]=2[C:33]2[CH:32]=[CH:31][C:25]([C:26]([O:28][CH2:29][CH3:30])=[O:27])=[CH:24][C:23]1=2, predict the reactants needed to synthesize it. The reactants are: [N:1]1[CH:6]=[CH:5][C:4](C2C=C(C(O)=O)C(=CC=2)C(O)=O)=[CH:3][CH:2]=1.C(O[C:22](=[O:35])[C:23]1[CH:33]=[CH:32][C:31](Br)=[C:25]([C:26]([O:28][CH2:29][CH3:30])=[O:27])[CH:24]=1)C.N1C=CC(B(O)O)=CC=1.[Li]N1C(C)(C)CCCC1(C)C. (9) Given the product [F:20][C:19]([S:18][CH2:17][CH2:16][CH2:15][CH2:14][CH2:13][CH2:12][CH2:11][CH2:10][CH2:9][CH2:8][CH2:7][CH2:6][C:23]1[CH:28]=[CH:27][CH:26]=[CH:25][CH:24]=1)([F:22])[F:21], predict the reactants needed to synthesize it. The reactants are: [Al+3].[Cl-].[Cl-].[Cl-].Br[CH2:6][CH2:7][CH2:8][CH2:9][CH2:10][CH2:11][CH2:12][CH2:13][CH2:14][CH2:15][CH2:16][CH2:17][S:18][C:19]([F:22])([F:21])[F:20].[CH:23]1[CH:28]=[CH:27][CH:26]=[CH:25][CH:24]=1.